From a dataset of Forward reaction prediction with 1.9M reactions from USPTO patents (1976-2016). Predict the product of the given reaction. Given the reactants [CH3:1][CH:2]([CH3:19])[C:3]([O:5][C@H:6]([C@H:9]1[O:18][C@@H:12]2[O:13][C:14]([CH3:17])(C)[O:15][C@@H:11]2[CH2:10]1)[CH2:7][CH3:8])=[O:4].[C:20]([O:23]C(=O)C)(=[O:22])[CH3:21].C(O)(=O)C.S(=O)(=O)(O)O, predict the reaction product. The product is: [CH3:19][CH:2]([CH3:1])[C:3]([O:5][C@H:6]([C@@H:9]1[CH2:10][C@@H:11]([O:15][C:14](=[O:13])[CH3:17])[C@@H:12]([O:23][C:20](=[O:22])[CH3:21])[O:18]1)[CH2:7][CH3:8])=[O:4].